This data is from Full USPTO retrosynthesis dataset with 1.9M reactions from patents (1976-2016). The task is: Predict the reactants needed to synthesize the given product. (1) Given the product [Br:22][C:17]1[C:12]2[N:13]([C:9]([C:3]3[CH:4]=[CH:5][C:6]([Cl:8])=[CH:7][C:2]=3[Cl:1])=[C:10]([CH3:20])[CH:11]=2)[N:14]=[C:15]([CH3:19])[CH:16]=1, predict the reactants needed to synthesize it. The reactants are: [Cl:1][C:2]1[CH:7]=[C:6]([Cl:8])[CH:5]=[CH:4][C:3]=1[C:9]1[N:13]2[N:14]=[C:15]([CH3:19])[CH:16]=[C:17](O)[C:12]2=[CH:11][C:10]=1[CH3:20].P(Br)(Br)[Br:22].C([O-])(O)=O.[Na+]. (2) Given the product [CH3:1][O:2][C:3]([C:5]1[C:13]2[N:12]=[C:11]([C:14](=[O:29])[NH:15][C:16]3[CH:17]=[CH:18][C:19]([N:22]4[CH2:27][CH2:26][O:25][CH2:24][C:23]4=[O:28])=[CH:20][CH:21]=3)[N:10]([CH2:37][C:38]3[CH:43]=[CH:42][CH:41]=[C:40]([O:44][CH3:45])[CH:39]=3)[C:9]=2[CH:8]=[CH:7][CH:6]=1)=[O:4], predict the reactants needed to synthesize it. The reactants are: [CH3:1][O:2][C:3]([C:5]1[C:13]2[N:12]=[C:11]([C:14](=[O:29])[NH:15][C:16]3[CH:21]=[CH:20][C:19]([N:22]4[CH2:27][CH2:26][O:25][CH2:24][C:23]4=[O:28])=[CH:18][CH:17]=3)[NH:10][C:9]=2[CH:8]=[CH:7][CH:6]=1)=[O:4].C([O-])([O-])=O.[K+].[K+].Br[CH2:37][C:38]1[CH:43]=[CH:42][CH:41]=[C:40]([O:44][CH3:45])[CH:39]=1. (3) Given the product [C:1]([C:4]1[CH:5]=[CH:6][C:7]([NH:10][C@@H:11]([C:26]2[CH:35]=[C:34]([O:36][CH3:37])[C:29]3[O:30][CH2:31][CH2:32][C:28]=3[C:27]=2[F:38])[C:12]2[NH:16][C:15](=[O:17])[N:14]([C:18]3[CH:22]=[CH:21][S:20][C:19]=3[C:23]([OH:25])=[O:24])[N:13]=2)=[CH:8][CH:9]=1)(=[NH:3])[NH2:2], predict the reactants needed to synthesize it. The reactants are: [C:1]([C:4]1[CH:9]=[CH:8][C:7]([NH:10][C@@H:11]([C:26]2[CH:35]=[C:34]([O:36][CH3:37])[C:29]3[O:30][CH2:31][CH2:32]O[C:28]=3[C:27]=2[F:38])[C:12]2[NH:16][C:15](=[O:17])[N:14]([C:18]3[CH:22]=[CH:21][S:20][C:19]=3[C:23]([OH:25])=[O:24])[N:13]=2)=[CH:6][CH:5]=1)(=[NH:3])[NH2:2].COC(=O)N=C(SC)C(=NC1C=CC(C#N)=CC=1)C1C=C(OC)C2OCCC=2C=1F.